From a dataset of Forward reaction prediction with 1.9M reactions from USPTO patents (1976-2016). Predict the product of the given reaction. (1) Given the reactants CCCC[N+](CCCC)(CCCC)CCCC.[F-].[Si]([O:26][C@H:27]1[CH2:31][CH2:30][N:29]([CH2:32][C@@H:33]([NH:41][CH3:42])[C:34]2[CH:39]=[CH:38][CH:37]=[C:36]([F:40])[CH:35]=2)[CH2:28]1)(C(C)(C)C)(C)C, predict the reaction product. The product is: [F:40][C:36]1[CH:35]=[C:34]([C@H:33]([NH:41][CH3:42])[CH2:32][N:29]2[CH2:30][CH2:31][C@H:27]([OH:26])[CH2:28]2)[CH:39]=[CH:38][CH:37]=1. (2) Given the reactants Cl.[Br:2][C:3]1[CH:8]=[C:7]([N+:9]([O-])=O)[CH:6]=[C:5]([C:12]([F:15])([F:14])[F:13])[C:4]=1[NH2:16], predict the reaction product. The product is: [Br:2][C:3]1[CH:8]=[C:7]([NH2:9])[CH:6]=[C:5]([C:12]([F:15])([F:14])[F:13])[C:4]=1[NH2:16]. (3) Given the reactants Cl.Cl.[NH2:3][CH2:4][CH2:5][N:6]1[C:14]2[C:13]([NH:15][C:16]3[CH:21]=[CH:20][C:19]([O:22][C:23]4[CH:31]=[CH:30][C:26]5[CH:27]=[CH:28][S:29][C:25]=5[CH:24]=4)=[C:18]([Cl:32])[CH:17]=3)=[N:12][CH:11]=[N:10][C:9]=2[CH:8]=[CH:7]1.[CH3:33][C:34]([S:39]([CH3:42])(=[O:41])=[O:40])([CH3:38])[C:35](O)=[O:36].Cl.C(N=C=NCCCN(C)C)C.ON1C2C=CC=CC=2N=N1, predict the reaction product. The product is: [S:29]1[C:25]2[CH:24]=[C:23]([O:22][C:19]3[CH:20]=[CH:21][C:16]([NH:15][C:13]4[C:14]5[N:6]([CH2:5][CH2:4][NH:3][C:35](=[O:36])[C:34]([CH3:38])([S:39]([CH3:42])(=[O:41])=[O:40])[CH3:33])[CH:7]=[CH:8][C:9]=5[N:10]=[CH:11][N:12]=4)=[CH:17][C:18]=3[Cl:32])[CH:31]=[CH:30][C:26]=2[CH:27]=[CH:28]1. (4) Given the reactants Cl[C:2]1[CH:7]=[C:6]([C:8]2[S:9][CH:10]=[C:11]([C:13]3[C:18](=[O:19])[NH:17][C:16]([CH3:20])=[C:15]([C:21]([O:23][CH2:24][CH3:25])=[O:22])[CH:14]=3)[N:12]=2)[CH:5]=[CH:4][N:3]=1.[NH2:26][CH2:27][C:28]1[CH:33]=[CH:32][CH:31]=[CH:30][N:29]=1, predict the reaction product. The product is: [CH3:20][C:16]1[NH:17][C:18](=[O:19])[C:13]([C:11]2[N:12]=[C:8]([C:6]3[CH:5]=[CH:4][N:3]=[C:2]([NH:26][CH2:27][C:28]4[CH:33]=[CH:32][CH:31]=[CH:30][N:29]=4)[CH:7]=3)[S:9][CH:10]=2)=[CH:14][C:15]=1[C:21]([O:23][CH2:24][CH3:25])=[O:22]. (5) Given the reactants [F:1][C:2]1[CH:3]=[C:4]([C:8]2[CH:13]=[CH:12][C:11]([C:14]([NH:16][C@H:17]([C:24]([O:26]CC3C=CC=CC=3)=[O:25])[CH2:18][C:19]([O:21][CH2:22][CH3:23])=[O:20])=[O:15])=[C:10]([NH:34][C:35]([NH:37][C:38]3[C:43]([CH3:44])=[CH:42][C:41]([CH3:45])=[CH:40][C:39]=3[CH3:46])=[O:36])[CH:9]=2)[CH:5]=[CH:6][CH:7]=1.[H][H], predict the reaction product. The product is: [CH2:22]([O:21][C:19](=[O:20])[CH2:18][C@H:17]([NH:16][C:14]([C:11]1[CH:12]=[CH:13][C:8]([C:4]2[CH:5]=[CH:6][CH:7]=[C:2]([F:1])[CH:3]=2)=[CH:9][C:10]=1[NH:34][C:35]([NH:37][C:38]1[C:39]([CH3:46])=[CH:40][C:41]([CH3:45])=[CH:42][C:43]=1[CH3:44])=[O:36])=[O:15])[C:24]([OH:26])=[O:25])[CH3:23]. (6) The product is: [N+:38]([CH2:41][C@@:10]1([CH2:13][C:14]([O:16][C:17]([CH3:20])([CH3:19])[CH3:18])=[O:15])[CH2:9][C@H:8]2[C@@H:11]1[CH:12]=[C:6]([CH:1]1[CH2:5][CH2:4][CH2:3][CH2:2]1)[CH2:7]2)([O-:40])=[O:39]. Given the reactants [CH:1]1([C:6]2[CH2:7][C@@H:8]3[C@H:11]([CH:12]=2)[C:10](=[CH:13][C:14]([O:16][C:17]([CH3:20])([CH3:19])[CH3:18])=[O:15])[CH2:9]3)[CH2:5][CH2:4][CH2:3][CH2:2]1.N12CCCN=C1CCCCC2.P([O-])(O)(O)=O.[K+].[N+:38]([CH3:41])([O-:40])=[O:39], predict the reaction product. (7) Given the reactants C1([CH:7]([C:31]2[CH:36]=[CH:35][CH:34]=[CH:33][CH:32]=2)[CH2:8][CH2:9][O:10][C:11]([C:13]2[C:14]([CH3:30])=[N:15][C:16]([CH3:29])=[C:17](C(O)=O)[C:18]=2[C:19]2[CH:24]=[CH:23][CH:22]=[C:21]([Cl:25])[CH:20]=2)=[O:12])C=CC=CC=1.S(Cl)(Cl)=O.[CH3:41][N:42]([CH:44]=[O:45])[CH3:43], predict the reaction product. The product is: [C:19]1([CH:7]([C:31]2[CH:36]=[CH:35][CH:34]=[CH:33][CH:32]=2)[CH2:8][CH2:9][O:10][C:11](=[O:12])[C:13]2[C:18]([C:19]3[CH:24]=[CH:23][CH:22]=[C:21]([Cl:25])[CH:20]=3)=[C:17]([C:44]([N:42]3[CH2:43][CH2:11][O:10][CH2:9][CH2:41]3)=[O:45])[C:16]([CH3:29])=[N:15][C:14]=2[CH3:30])[CH:24]=[CH:23][CH:22]=[CH:21][CH:20]=1. (8) Given the reactants [C:1]1([CH3:8])[CH:6]=[CH:5][C:4]([CH3:7])=[CH:3][CH:2]=1.[Br:9][CH2:10][C:11](Cl)=[O:12].[Cl-].[Al+3].[Cl-].[Cl-].Cl, predict the reaction product. The product is: [Br:9][CH2:10][C:11]([C:2]1[CH:3]=[C:4]([CH3:7])[CH:5]=[CH:6][C:1]=1[CH3:8])=[O:12].